This data is from Full USPTO retrosynthesis dataset with 1.9M reactions from patents (1976-2016). The task is: Predict the reactants needed to synthesize the given product. (1) Given the product [F:1][C:2]1[CH:3]=[C:4]2[C:6]([C:3]([OH:9])=[CH:2][C:8]([CH3:7])=[N:5]2)=[CH:7][CH:8]=1, predict the reactants needed to synthesize it. The reactants are: [F:1][C:2]1[CH:3]=[C:4]([CH:6]=[CH:7][CH:8]=1)[NH2:5].[OH2:9]. (2) Given the product [CH3:12][C:9]1[CH:8]=[C:7]([CH2:6][C:13]#[N:14])[O:11][N:10]=1, predict the reactants needed to synthesize it. The reactants are: CS(O[CH2:6][C:7]1[O:11][N:10]=[C:9]([CH3:12])[CH:8]=1)(=O)=O.[C-:13]#[N:14].[K+].